The task is: Regression. Given a peptide amino acid sequence and an MHC pseudo amino acid sequence, predict their binding affinity value. This is MHC class II binding data.. This data is from Peptide-MHC class II binding affinity with 134,281 pairs from IEDB. (1) The peptide sequence is EKKYFAATQFEPVAA. The MHC is HLA-DQA10301-DQB10302 with pseudo-sequence HLA-DQA10301-DQB10302. The binding affinity (normalized) is 0.423. (2) The peptide sequence is YDKFLANVSDVLTGK. The MHC is DRB1_0701 with pseudo-sequence DRB1_0701. The binding affinity (normalized) is 0.514. (3) The peptide sequence is EKVVYKLLRFLIKTI. The MHC is DRB1_0101 with pseudo-sequence DRB1_0101. The binding affinity (normalized) is 0.501. (4) The peptide sequence is RVEIQIRTILQSLWA. The MHC is HLA-DQA10501-DQB10201 with pseudo-sequence HLA-DQA10501-DQB10201. The binding affinity (normalized) is 0.401. (5) The peptide sequence is SKLDAAYKLAYKTAE. The MHC is DRB1_0301 with pseudo-sequence DRB1_0301. The binding affinity (normalized) is 0.688. (6) The peptide sequence is AASGAATVAAGGYKV. The MHC is DRB1_0802 with pseudo-sequence DRB1_0802. The binding affinity (normalized) is 0.0578.